Dataset: Blood-brain barrier permeability classification from the B3DB database. Task: Regression/Classification. Given a drug SMILES string, predict its absorption, distribution, metabolism, or excretion properties. Task type varies by dataset: regression for continuous measurements (e.g., permeability, clearance, half-life) or binary classification for categorical outcomes (e.g., BBB penetration, CYP inhibition). Dataset: b3db_classification. The drug is CC(=O)N1CCN(C(=O)Cc2ccccc2)[C@@H](CN2CC[C@@H](O)C2)C1. The result is 0 (does not penetrate BBB).